From a dataset of Full USPTO retrosynthesis dataset with 1.9M reactions from patents (1976-2016). Predict the reactants needed to synthesize the given product. Given the product [N:57]1([C:2]2[N:3]=[C:4]([NH:55][CH2:54][C@@H:46]([NH2:45])[CH2:47][C:48]3[CH:49]=[CH:50][CH:51]=[CH:52][CH:53]=3)[C:5]3[CH:11]=[CH:10][N:9]=[CH:8][C:6]=3[N:7]=2)[CH2:62][CH2:61][O:60][CH2:59][CH2:58]1, predict the reactants needed to synthesize it. The reactants are: Cl[C:2]1[N:3]=[C:4](O)[C:5]2[CH:11]=[CH:10][N:9]=[CH:8][C:6]=2[N:7]=1.C(N(CC)CC)C.C(C1C=C(C(C)C)C=C(C(C)C)C=1S(Cl)(=O)=O)(C)C.C(OC(=O)[NH:45][C@H:46]([CH2:54][NH2:55])[CH2:47][C:48]1[CH:53]=[CH:52][CH:51]=[CH:50][CH:49]=1)(C)(C)C.[NH:57]1[CH2:62][CH2:61][O:60][CH2:59][CH2:58]1.